The task is: Predict the reaction yield, written as a fraction of the theoretical maximum amount of product (1.0 means a 100% yield; for example, 0.34 means a 34% yield).. This data is from Reaction yield outcomes from USPTO patents with 853,638 reactions. (1) The reactants are [O:1]([C:8]1[CH:13]=[CH:12][C:11]([C:14]2[C:18]3[C:19]([NH2:23])=[N:20][CH:21]=[CH:22][C:17]=3[S:16][CH:15]=2)=[CH:10][CH:9]=1)[C:2]1[CH:7]=[CH:6][CH:5]=[CH:4][CH:3]=1.C1C(=O)N([I:31])C(=O)C1.O. The catalyst is CN(C=O)C. The product is [I:31][C:22]1[C:17]2[S:16][CH:15]=[C:14]([C:11]3[CH:10]=[CH:9][C:8]([O:1][C:2]4[CH:3]=[CH:4][CH:5]=[CH:6][CH:7]=4)=[CH:13][CH:12]=3)[C:18]=2[C:19]([NH2:23])=[N:20][CH:21]=1. The yield is 0.700. (2) The reactants are [H-].[Al+3].[Li+].[H-].[H-].[H-].[CH2:7]([N:14]1[C:18](=O)[CH2:17][C:16]([CH2:29][C:30]2[CH:35]=[CH:34][CH:33]=[CH:32][CH:31]=2)([C:20]2[C:28]3[C:23](=[CH:24][CH:25]=[CH:26][CH:27]=3)[NH:22][CH:21]=2)[C:15]1=O)[C:8]1[CH:13]=[CH:12][CH:11]=[CH:10][CH:9]=1. The catalyst is C1COCC1. The product is [CH2:7]([N:14]1[CH2:18][CH2:17][C:16]([C:20]2[C:28]3[C:23](=[CH:24][CH:25]=[CH:26][CH:27]=3)[NH:22][CH:21]=2)([CH2:29][C:30]2[CH:35]=[CH:34][CH:33]=[CH:32][CH:31]=2)[CH2:15]1)[C:8]1[CH:9]=[CH:10][CH:11]=[CH:12][CH:13]=1. The yield is 1.00. (3) The reactants are ClC(=O)C(OC)=O.[C:8]([O:12][C:13]([N:15]1[CH2:20][CH2:19][C:18]([C:22]2[CH:27]=[CH:26][CH:25]=[CH:24][C:23]=2[S:28][C:29]2[CH:34]=[CH:33][C:32]([CH3:35])=[CH:31][CH:30]=2)(O)[CH2:17][CH2:16]1)=[O:14])([CH3:11])([CH3:10])[CH3:9].CCCC[SnH](CCCC)CCCC.CC(N=NC(C#N)(C)C)(C#N)C. The catalyst is CN(C)C1C=CN=CC=1.C(OCC)(=O)C.C(Cl)(Cl)Cl.CC#N. The product is [C:8]([O:12][C:13]([N:15]1[CH2:20][CH2:19][CH:18]([C:22]2[CH:27]=[CH:26][CH:25]=[CH:24][C:23]=2[S:28][C:29]2[CH:34]=[CH:33][C:32]([CH3:35])=[CH:31][CH:30]=2)[CH2:17][CH2:16]1)=[O:14])([CH3:11])([CH3:10])[CH3:9]. The yield is 0.670. (4) No catalyst specified. The product is [CH3:1][C:2]1[CH:16]=[CH:15][C:5]2[N:6]=[N:7][N:8]([CH2:11][C:12]([NH:25][C@H:23]([C:20]3[CH:21]=[CH:22][C:17]([CH3:26])=[CH:18][CH:19]=3)[CH3:24])=[O:14])[C:9](=[O:10])[C:4]=2[CH:3]=1. The reactants are [CH3:1][C:2]1[CH:16]=[CH:15][C:5]2[N:6]=[N:7][N:8]([CH2:11][C:12]([OH:14])=O)[C:9](=[O:10])[C:4]=2[CH:3]=1.[C:17]1([CH3:26])[CH:22]=[CH:21][C:20]([C@@H:23]([NH2:25])[CH3:24])=[CH:19][CH:18]=1. The yield is 0.300. (5) The reactants are Br[C:2]1[CH:7]=[CH:6][C:5]([F:8])=[CH:4][N:3]=1.C[C:10]([O-:12])=[O:11].[Na+].ClCCl.[CH2:17](O)[CH3:18]. The catalyst is C1C=CC(P([C]2[CH][CH][CH][CH]2)C2C=CC=CC=2)=CC=1.C1C=CC(P([C]2[CH][CH][CH][CH]2)C2C=CC=CC=2)=CC=1.Cl[Pd]Cl.[Fe]. The product is [F:8][C:5]1[CH:6]=[CH:7][C:2]([C:10]([O:12][CH2:17][CH3:18])=[O:11])=[N:3][CH:4]=1. The yield is 0.686. (6) The reactants are [NH2:1][CH2:2][C:3]1[CH:15]=[C:14]2[C:6]([C:7]3[C:8]([C:19]4[CH:24]=[CH:23][CH:22]=[C:21]([N:25]5[CH2:33][C:32]6[C:27](=[CH:28][CH:29]=[CH:30][CH:31]=6)[C:26]5=[O:34])[C:20]=4[CH3:35])=[CH:9][CH:10]=[C:11]([C:16]([NH2:18])=[O:17])[C:12]=3[NH:13]2)=[CH:5][CH:4]=1.[C:36](OC(=O)C)(=[O:38])[CH3:37]. The catalyst is C1COCC1. The product is [C:36]([NH:1][CH2:2][C:3]1[CH:15]=[C:14]2[C:6]([C:7]3[C:8]([C:19]4[CH:24]=[CH:23][CH:22]=[C:21]([N:25]5[CH2:33][C:32]6[C:27](=[CH:28][CH:29]=[CH:30][CH:31]=6)[C:26]5=[O:34])[C:20]=4[CH3:35])=[CH:9][CH:10]=[C:11]([C:16]([NH2:18])=[O:17])[C:12]=3[NH:13]2)=[CH:5][CH:4]=1)(=[O:38])[CH3:37]. The yield is 0.360.